Dataset: Forward reaction prediction with 1.9M reactions from USPTO patents (1976-2016). Task: Predict the product of the given reaction. (1) Given the reactants [CH2:1]([O:3][C:4]1[CH:5]=[C:6]2[C:11](=[C:12]3[CH2:16][C:15]([CH3:18])([CH3:17])[O:14][C:13]=13)[C:10]([C:19]1[CH:28]=[CH:27][C:22]([C:23]([O:25][CH3:26])=[O:24])=[C:21]([N:29](CC)[C:30](=O)[C:31](F)(F)F)[CH:20]=1)=[N:9][C:8]([CH3:39])([CH3:38])[CH2:7]2)[CH3:2].C(=O)([O-])[O-].[K+].[K+], predict the reaction product. The product is: [CH2:1]([O:3][C:4]1[CH:5]=[C:6]2[C:11](=[C:12]3[CH2:16][C:15]([CH3:18])([CH3:17])[O:14][C:13]=13)[C:10]([C:19]1[CH:28]=[CH:27][C:22]([C:23]([O:25][CH3:26])=[O:24])=[C:21]([NH:29][CH2:30][CH3:31])[CH:20]=1)=[N:9][C:8]([CH3:38])([CH3:39])[CH2:7]2)[CH3:2]. (2) Given the reactants C(=O)([O-])[O-].[K+].[K+].[CH3:7][O:8][C:9](=[O:19])[C:10]1[CH:15]=[CH:14][C:13]([OH:16])=[C:12]([O:17][CH3:18])[CH:11]=1.[CH2:20](Br)[C:21]1[CH:26]=[CH:25][CH:24]=[CH:23][CH:22]=1, predict the reaction product. The product is: [CH3:7][O:8][C:9](=[O:19])[C:10]1[CH:15]=[CH:14][C:13]([O:16][CH2:20][C:21]2[CH:26]=[CH:25][CH:24]=[CH:23][CH:22]=2)=[C:12]([O:17][CH3:18])[CH:11]=1. (3) The product is: [CH3:36][CH:37]1[CH2:41][CH2:40][CH2:39][N:38]1[CH2:2][CH2:3][CH2:4][O:5][C:6]1[CH:11]=[CH:10][C:9]([C:12]2[S:13][C:14]3[CH2:19][CH:18]([C:20]([N:22]4[CH2:27][CH2:26][O:25][CH2:24][CH2:23]4)=[O:21])[CH2:17][C:15]=3[N:16]=2)=[CH:8][CH:7]=1. Given the reactants Cl[CH2:2][CH2:3][CH2:4][O:5][C:6]1[CH:11]=[CH:10][C:9]([C:12]2[S:13][C:14]3[CH2:19][CH:18]([C:20]([N:22]4[CH2:27][CH2:26][O:25][CH2:24][CH2:23]4)=[O:21])[CH2:17][C:15]=3[N:16]=2)=[CH:8][CH:7]=1.C(=O)([O-])[O-].[K+].[K+].[I-].[Na+].[CH3:36][CH:37]1[CH2:41][CH2:40][CH2:39][NH:38]1, predict the reaction product. (4) The product is: [F:1][C:2]1[CH:3]=[CH:4][C:5]([N:8]2[C:16]3[C:11](=[CH:12][C:13]([O:17][C@H:18]([C:22]4[CH:23]=[CH:24][CH:25]=[CH:26][CH:27]=4)[C@@H:19]([NH:20][C:34]([NH:33][CH2:32][C:31]([O:30][CH2:28][CH3:29])=[O:36])=[O:35])[CH3:21])=[CH:14][CH:15]=3)[CH:10]=[N:9]2)=[CH:6][CH:7]=1. Given the reactants [F:1][C:2]1[CH:7]=[CH:6][C:5]([N:8]2[C:16]3[C:11](=[CH:12][C:13]([O:17][C@H:18]([C:22]4[CH:27]=[CH:26][CH:25]=[CH:24][CH:23]=4)[C@H:19]([CH3:21])[NH2:20])=[CH:14][CH:15]=3)[CH:10]=[N:9]2)=[CH:4][CH:3]=1.[CH2:28]([O:30][C:31](=[O:36])[CH2:32][N:33]=[C:34]=[O:35])[CH3:29], predict the reaction product. (5) Given the reactants CN.[O:3]=[C:4]1[N:8]([C:9]2[CH:14]=[CH:13][C:12]([N:15]3[CH2:20][CH2:19][O:18][CH2:17][C:16]3=[O:21])=[CH:11][CH:10]=2)[CH2:7][C@H:6]([CH2:22][N:23]2C(=O)C3C(=CC=CC=3)C2=O)[O:5]1.C(O)(C)C.[ClH:38], predict the reaction product. The product is: [ClH:38].[NH2:23][CH2:22][C@@H:6]1[O:5][C:4](=[O:3])[N:8]([C:9]2[CH:14]=[CH:13][C:12]([N:15]3[CH2:20][CH2:19][O:18][CH2:17][C:16]3=[O:21])=[CH:11][CH:10]=2)[CH2:7]1. (6) Given the reactants [Cl:1][C:2]1[CH:10]=[C:9]2[C:5]([C:6]([S:12][C:13]3[CH:14]=[C:15]([CH2:19][C:20]([OH:22])=[O:21])[CH:16]=[CH:17][CH:18]=3)=[C:7]([CH3:11])[NH:8]2)=[CH:4][CH:3]=1.OS(O)(=O)=O.[CH3:28][CH2:29]O, predict the reaction product. The product is: [CH2:28]([O:21][C:20](=[O:22])[CH2:19][C:15]1[CH:16]=[CH:17][CH:18]=[C:13]([S:12][C:6]2[C:5]3[C:9](=[CH:10][C:2]([Cl:1])=[CH:3][CH:4]=3)[NH:8][C:7]=2[CH3:11])[CH:14]=1)[CH3:29]. (7) Given the reactants C[O:2][C:3](=[O:38])[C@@H:4]1[CH2:8][CH2:7][CH2:6][N:5]1[C:9](=[O:37])[C@H:10]([CH2:26][CH2:27][CH2:28][CH2:29][NH:30]C(=O)C(F)(F)F)[NH:11][C@H:12]([C:21]([O:23]CC)=[O:22])[CH2:13][CH2:14][C:15]1[CH:20]=[CH:19][CH:18]=[CH:17][CH:16]=1.CO.[OH-].[Na+].Cl, predict the reaction product. The product is: [CH:18]1[CH:19]=[CH:20][C:15]([CH2:14][CH2:13][C@H:12]([NH:11][C@H:10]([C:9]([N:5]2[C@H:4]([C:3]([OH:38])=[O:2])[CH2:8][CH2:7][CH2:6]2)=[O:37])[CH2:26][CH2:27][CH2:28][CH2:29][NH2:30])[C:21]([OH:23])=[O:22])=[CH:16][CH:17]=1.